From a dataset of Catalyst prediction with 721,799 reactions and 888 catalyst types from USPTO. Predict which catalyst facilitates the given reaction. (1) Reactant: [C:1]([O:5][C:6](=[O:30])[C:7]1[CH:12]=[C:11]([N:13]([S:20]([CH3:23])(=[O:22])=[O:21])[C:14]2[CH:19]=[CH:18][CH:17]=[CH:16][CH:15]=2)[CH:10]=[C:9]([C:24]#[C:25]C(O)(C)C)[CH:8]=1)([CH3:4])([CH3:3])[CH3:2].[H-].[Na+]. Product: [C:1]([O:5][C:6](=[O:30])[C:7]1[CH:12]=[C:11]([N:13]([S:20]([CH3:23])(=[O:22])=[O:21])[C:14]2[CH:15]=[CH:16][CH:17]=[CH:18][CH:19]=2)[CH:10]=[C:9]([C:24]#[CH:25])[CH:8]=1)([CH3:4])([CH3:3])[CH3:2]. The catalyst class is: 260. (2) Reactant: [F:1][C:2]1[CH:7]=[CH:6][C:5]([C:8]2[O:12][CH:11]=[N:10][C:9]=2[C:13]2[CH:18]=[CH:17][N:16]=[CH:15][CH:14]=2)=[CH:4][CH:3]=1.C[Si]([N-][Si](C)(C)C)(C)C.[Li+].[CH:29](N1CCOCC1)=[O:30].C(OCC)C. Product: [CH:29]([C:11]1[O:12][C:8]([C:5]2[CH:4]=[CH:3][C:2]([F:1])=[CH:7][CH:6]=2)=[C:9]([C:13]2[CH:18]=[CH:17][N:16]=[CH:15][CH:14]=2)[N:10]=1)=[O:30]. The catalyst class is: 7. (3) Reactant: C(=O)([O-])[O-].[K+].[K+].O.[CH3:8][N:9]1[CH:13]=[C:12](B2OC(C)(C)C(C)(C)O2)[CH:11]=[N:10]1.Br[C:24]1[CH:25]=[C:26]([CH2:31][C:32]([O:34][CH3:35])=[O:33])[CH:27]=[CH:28][C:29]=1[F:30]. Product: [F:30][C:29]1[CH:24]=[CH:25][C:26]([CH2:31][C:32]([O:34][CH3:35])=[O:33])=[CH:27][C:28]=1[C:12]1[CH:11]=[N:10][N:9]([CH3:8])[CH:13]=1. The catalyst class is: 10. (4) Product: [Cl:18][C:19]1[CH:20]=[CH:21][C:22]2[C:28]3[C:29]([CH3:32])=[N:30][O:31][C:27]=3[CH2:26][C:25](=[O:33])[N:24]([C:2]3[CH:9]=[CH:8][C:5]([C:6]#[N:7])=[CH:4][CH:3]=3)[C:23]=2[CH:34]=1. Reactant: I[C:2]1[CH:9]=[CH:8][C:5]([C:6]#[N:7])=[CH:4][CH:3]=1.[O-]P([O-])([O-])=O.[K+].[K+].[K+].[Cl:18][C:19]1[CH:20]=[CH:21][C:22]2[C:28]3[C:29]([CH3:32])=[N:30][O:31][C:27]=3[CH2:26][C:25](=[O:33])[NH:24][C:23]=2[CH:34]=1.N#N.N[C@@H]1CCCC[C@H]1N. The catalyst class is: 321. (5) The catalyst class is: 5. Reactant: [CH3:1][N:2]1[CH:6]=[C:5]([N:7]2[CH:12]=[CH:11][C:10](=[O:13])[C:9]([CH:14]([C:16]3[CH:21]=[CH:20][CH:19]=[C:18]([N+:22]([O-])=O)[CH:17]=3)[CH3:15])=[N:8]2)[CH:4]=[N:3]1. Product: [NH2:22][C:18]1[CH:17]=[C:16]([CH:14]([C:9]2[C:10](=[O:13])[CH:11]=[CH:12][N:7]([C:5]3[CH:4]=[N:3][N:2]([CH3:1])[CH:6]=3)[N:8]=2)[CH3:15])[CH:21]=[CH:20][CH:19]=1. (6) Reactant: [NH2:1][C:2]1[CH:7]=[CH:6][C:5]([C:8]2[C:16]3[C:15]([NH2:17])=[N:14][CH:13]=[N:12][C:11]=3[S:10][C:9]=2[CH2:18][CH3:19])=[CH:4][CH:3]=1.[O:20]([C:22]#[N:23])[Na]. Product: [NH2:17][C:15]1[C:16]2[C:8]([C:5]3[CH:4]=[CH:3][C:2]([NH:1][C:22]([NH2:23])=[O:20])=[CH:7][CH:6]=3)=[C:9]([CH2:18][CH3:19])[S:10][C:11]=2[N:12]=[CH:13][N:14]=1. The catalyst class is: 211.